Dataset: Peptide-MHC class I binding affinity with 185,985 pairs from IEDB/IMGT. Task: Regression. Given a peptide amino acid sequence and an MHC pseudo amino acid sequence, predict their binding affinity value. This is MHC class I binding data. (1) The peptide sequence is ADKNLIKCS. The MHC is HLA-B45:01 with pseudo-sequence HLA-B45:01. The binding affinity (normalized) is 0. (2) The peptide sequence is IVMRYVLDH. The MHC is HLA-A30:01 with pseudo-sequence HLA-A30:01. The binding affinity (normalized) is 0.0847.